Predict the product of the given reaction. From a dataset of Forward reaction prediction with 1.9M reactions from USPTO patents (1976-2016). (1) Given the reactants C1C(=O)N([Br:8])C(=O)C1.[NH2:9][C:10]1[CH:15]=[CH:14][C:13]([C:16]2[S:20][C:19]([NH:21][C:22](=[O:24])[CH3:23])=[N:18][C:17]=2[CH3:25])=[CH:12][CH:11]=1, predict the reaction product. The product is: [NH2:9][C:10]1[CH:11]=[CH:12][C:13]([C:16]2[S:20][C:19]([NH:21][C:22](=[O:24])[CH3:23])=[N:18][C:17]=2[CH3:25])=[CH:14][C:15]=1[Br:8]. (2) The product is: [NH2:20][C:17]1[S:18][CH:19]=[C:15]([CH2:14][O:1]/[N:2]=[C:3](/[C:6]2[CH:11]=[CH:10][CH:9]=[CH:8][CH:7]=2)\[C:4]#[N:5])[N:16]=1. Given the reactants [OH:1]/[N:2]=[C:3](/[C:6]1[CH:11]=[CH:10][CH:9]=[CH:8][CH:7]=1)\[C:4]#[N:5].Cl.Cl[CH2:14][C:15]1[N:16]=[C:17]([NH2:20])[S:18][CH:19]=1.[I-].[K+].C(=O)([O-])[O-].[Cs+].[Cs+], predict the reaction product. (3) Given the reactants C(N(CC)CC)C.[NH2:8][C@@H:9]1[CH2:15][CH2:14][C@@H:13]([C:16]2[CH:21]=[CH:20][CH:19]=[C:18]([F:22])[C:17]=2[F:23])[CH2:12][N:11]([CH2:24][CH2:25][S:26]([CH3:28])=[O:27])[C:10]1=[O:29].Cl[C:31](OC1C=CC([N+]([O-])=O)=CC=1)=[O:32].Cl.Cl.[O:45]=[C:46]1[NH:54][C:49]2=[N:50][CH:51]=[CH:52][CH:53]=[C:48]2[N:47]1[CH:55]1[CH2:60][CH2:59][NH:58][CH2:57][CH2:56]1, predict the reaction product. The product is: [F:23][C:17]1[C:18]([F:22])=[CH:19][CH:20]=[CH:21][C:16]=1[C@H:13]1[CH2:12][N:11]([CH2:24][CH2:25][S:26]([CH3:28])=[O:27])[C:10](=[O:29])[C@H:9]([NH:8][C:31]([N:58]2[CH2:59][CH2:60][CH:55]([N:47]3[C:48]4[C:49](=[N:50][CH:51]=[CH:52][CH:53]=4)[NH:54][C:46]3=[O:45])[CH2:56][CH2:57]2)=[O:32])[CH2:15][CH2:14]1. (4) Given the reactants C(OC([N:8]1[CH2:13][CH2:12][CH:11]([N:14]2[C:18]3[CH:19]=[CH:20][C:21]([C:23]#[N:24])=[CH:22][C:17]=3[N:16]=[CH:15]2)[CH2:10][CH2:9]1)=O)(C)(C)C, predict the reaction product. The product is: [NH:8]1[CH2:9][CH2:10][CH:11]([N:14]2[C:18]3[CH:19]=[CH:20][C:21]([C:23]#[N:24])=[CH:22][C:17]=3[N:16]=[CH:15]2)[CH2:12][CH2:13]1.